This data is from Catalyst prediction with 721,799 reactions and 888 catalyst types from USPTO. The task is: Predict which catalyst facilitates the given reaction. (1) The catalyst class is: 3. Reactant: [OH:1][C:2]1[CH:7]=[CH:6][N:5]([CH2:8][CH2:9][C:10]2[CH:15]=[CH:14][C:13]([CH2:16][OH:17])=[CH:12][CH:11]=2)[C:4](=[O:18])[CH:3]=1.Cl[CH2:20][C:21]1[C:26]([CH3:27])=[CH:25][CH:24]=[CH:23][N:22]=1.C(=O)([O-])[O-].[K+].[K+]. Product: [OH:17][CH2:16][C:13]1[CH:14]=[CH:15][C:10]([CH2:9][CH2:8][N:5]2[CH:6]=[CH:7][C:2]([O:1][CH2:20][C:21]3[C:26]([CH3:27])=[CH:25][CH:24]=[CH:23][N:22]=3)=[CH:3][C:4]2=[O:18])=[CH:11][CH:12]=1. (2) The catalyst class is: 55. Reactant: C[C:2]1[C:11](C)=[C:10](C)[C:9](C)=[C:8]2[C:3]=1[CH:4]=[CH:5][N:6]=[CH:7]2.C1N2CN3CN(C2)CN1C3. Product: [CH:7]1[C:8]2[C:3](=[CH:2][CH:11]=[CH:10][CH:9]=2)[CH:4]=[CH:5][N:6]=1. (3) Reactant: [OH:1][C:2]1[C:7]2[C@@:8]3([OH:45])[C@@:21]([O:25][CH3:26])([C@H:22]([OH:24])[CH2:23][C:6]=2[CH:5]=[C:4]([CH3:46])[C:3]=1[C:47]([O:49][CH3:50])=[O:48])[C:20](=[O:27])[C:19]1[C:10](=[CH:11][C:12]2[C:13](=[O:43])[C:14]([NH:30][C@@H:31]4[C@H:36]([O:37][CH3:38])[C@H:35]([OH:39])[C@@H:34]([O:40][CH3:41])[C@H:33]([CH3:42])[O:32]4)=[CH:15][C:16](=[O:29])[C:17]=2[C:18]=1[OH:28])[C:9]3=[O:44].[C:51]1([Mg]Br)[CH:56]=[CH:55][CH:54]=[CH:53][CH:52]=1. Product: [OH:1][C:2]1[C:7]2[C@@:8]3([OH:45])[C@@:21]([O:25][CH3:26])([C@H:22]([OH:24])[CH2:23][C:6]=2[CH:5]=[C:4]([CH3:46])[C:3]=1[C:47]([O:49][CH3:50])=[O:48])[C:20](=[O:27])[C:19]1[C:10](=[CH:11][C:12]2[C:13]([OH:43])([C:51]4[CH:56]=[CH:55][CH:54]=[CH:53][CH:52]=4)[C:14]([NH:30][C@@H:31]4[C@H:36]([O:37][CH3:38])[C@H:35]([OH:39])[C@@H:34]([O:40][CH3:41])[C@H:33]([CH3:42])[O:32]4)=[CH:15][C:16](=[O:29])[C:17]=2[C:18]=1[OH:28])[C:9]3=[O:44]. The catalyst class is: 1. (4) Reactant: [C:1]([O:5][C:6](=[O:31])[NH:7][C@@H:8]([CH2:27][CH:28]([CH3:30])[CH3:29])[CH2:9][O:10][C:11]1[C:12](Br)=[CH:13][C:14]2[C:24]3[C:19](=[CH:20][N:21]=[CH:22][CH:23]=3)[CH:18]([CH3:25])[O:17][C:15]=2[CH:16]=1)([CH3:4])([CH3:3])[CH3:2].[NH:32]1CCC[C@H:33]1C(O)=O.[Cu]C#N. Product: [C:1]([O:5][C:6](=[O:31])[NH:7][C@@H:8]([CH2:27][CH:28]([CH3:30])[CH3:29])[CH2:9][O:10][C:11]1[C:12]([C:33]#[N:32])=[CH:13][C:14]2[C:24]3[C:19](=[CH:20][N:21]=[CH:22][CH:23]=3)[CH:18]([CH3:25])[O:17][C:15]=2[CH:16]=1)([CH3:4])([CH3:3])[CH3:2]. The catalyst class is: 3. (5) Reactant: [CH2:1]1[CH2:6][CH2:5]C(N=C=N[CH:1]2[CH2:6][CH2:5]C[CH2:3][CH2:2]2)[CH2:3][CH2:2]1.[C:16]([OH:26])(=[O:25])[CH2:17][CH2:18][CH2:19][CH2:20][CH2:21][C:22]([OH:24])=[O:23].C=CC(O)C=C. Product: [O:23]=[C:22]([O:24][CH:1]([CH:6]=[CH2:5])[CH:2]=[CH2:3])[CH2:21][CH2:20][CH2:19][CH2:18][CH2:17][C:16]([OH:26])=[O:25]. The catalyst class is: 230. (6) Reactant: [NH2:1][C:2]1[CH:6]=[CH:5][S:4][C:3]=1[C:7]([O:9]C)=O.[NH2:11][C:12](N)=[O:13].[OH-].[Na+]. Product: [NH:1]1[C:2]2[CH:6]=[CH:5][S:4][C:3]=2[C:7](=[O:9])[NH:11][C:12]1=[O:13]. The catalyst class is: 9. (7) Reactant: [CH2:1]([N:3]([CH3:6])[CH:4]=O)[CH3:2].[Cl:7][C:8]1[CH:22]=[CH:21][C:11]([O:12][C:13]2[N:18]=[CH:17][C:16]([NH2:19])=[C:15]([CH3:20])[CH:14]=2)=[CH:10][C:9]=1[C:23]([F:26])([F:25])[F:24].[OH-].[Na+]. Product: [Cl:7][C:8]1[CH:22]=[CH:21][C:11]([O:12][C:13]2[N:18]=[CH:17][C:16]([N:19]=[CH:4][N:3]([CH2:1][CH3:2])[CH3:6])=[C:15]([CH3:20])[CH:14]=2)=[CH:10][C:9]=1[C:23]([F:26])([F:24])[F:25]. The catalyst class is: 4. (8) The catalyst class is: 57. Product: [NH2:1][C:2]1[N:7]=[C:6]([C:8]2[O:9][CH:10]=[CH:11][CH:12]=2)[C:5]([C:13]#[N:14])=[C:4]([O:18][CH:19]2[CH2:24][CH2:23][CH2:22][N:21]([CH3:25])[CH2:20]2)[N:3]=1. Reactant: [NH2:1][C:2]1[N:7]=[C:6]([C:8]2[O:9][CH:10]=[CH:11][CH:12]=2)[C:5]([C:13]#[N:14])=[C:4](S(C)=O)[N:3]=1.[OH:18][CH:19]1[CH2:24][CH2:23][CH2:22][N:21]([CH3:25])[CH2:20]1.C1CCN2C(=NCCC2)CC1. (9) Reactant: [OH:1][C:2]1[CH:16]=[C:15]([O:17][CH3:18])[C:14]([O:19][CH3:20])=[CH:13][C:3]=1[C:4](OC1C=CC=CC=1)=O.[NH2:21][C:22]1[S:23][CH:24]=[C:25]([C:27]([O:29][CH3:30])=[O:28])[N:26]=1.CO. Product: [CH3:30][O:29][C:27]([C:25]1[N:26]=[C:22]([NH:21][CH2:4][C:3]2[CH:13]=[C:14]([O:19][CH3:20])[C:15]([O:17][CH3:18])=[CH:16][C:2]=2[OH:1])[S:23][CH:24]=1)=[O:28]. The catalyst class is: 113. (10) Reactant: Br[C:2]1[CH:3]=[C:4]([CH:8]2[C:13]([CH3:15])([CH3:14])[O:12][C:11]([NH:16][CH:17]3[CH2:22][CH2:21][CH2:20][CH2:19][CH2:18]3)=[N:10][S:9]2(=[O:24])=[O:23])[CH:5]=[CH:6][CH:7]=1.[N:25]1[CH:30]=[C:29](B(O)O)[CH:28]=[N:27][CH:26]=1.C(=O)([O-])[O-].[Cs+].[Cs+]. Product: [CH:17]1([NH:16][C:11]2[O:12][C:13]([CH3:15])([CH3:14])[CH:8]([C:4]3[CH:5]=[CH:6][CH:7]=[C:2]([C:29]4[CH:30]=[N:25][CH:26]=[N:27][CH:28]=4)[CH:3]=3)[S:9](=[O:24])(=[O:23])[N:10]=2)[CH2:22][CH2:21][CH2:20][CH2:19][CH2:18]1. The catalyst class is: 38.